From a dataset of Peptide-MHC class I binding affinity with 185,985 pairs from IEDB/IMGT. Regression. Given a peptide amino acid sequence and an MHC pseudo amino acid sequence, predict their binding affinity value. This is MHC class I binding data. The peptide sequence is RTFSILNRK. The MHC is HLA-A68:02 with pseudo-sequence HLA-A68:02. The binding affinity (normalized) is 0.0847.